This data is from Reaction yield outcomes from USPTO patents with 853,638 reactions. The task is: Predict the reaction yield, written as a fraction of the theoretical maximum amount of product (1.0 means a 100% yield; for example, 0.34 means a 34% yield). (1) The reactants are [CH3:1][C:2]1[N:3]([C:8]2[CH:12]=[C:11]([CH:13]([CH3:15])[CH3:14])[NH:10][N:9]=2)[C:4]([CH3:7])=[CH:5][CH:6]=1.[H-].[Na+].N[C@H:19](C(O)=O)CCSC.[Cl-].[NH4+]. The catalyst is C1COCC1.C(Cl)Cl. The product is [CH3:1][C:2]1[N:3]([C:8]2[N:9]([CH3:19])[N:10]=[C:11]([CH:13]([CH3:15])[CH3:14])[CH:12]=2)[C:4]([CH3:7])=[CH:5][CH:6]=1.[CH3:1][C:2]1[N:3]([C:8]2[CH:12]=[C:11]([CH:13]([CH3:15])[CH3:14])[N:10]([CH3:19])[N:9]=2)[C:4]([CH3:7])=[CH:5][CH:6]=1. The yield is 0.290. (2) The reactants are [Li+].CC([N-]C(C)C)C.[O:9]=[C:10]1[CH2:15][CH2:14][N:13]([C:16]([O:18][C:19]([CH3:22])([CH3:21])[CH3:20])=[O:17])[CH2:12][CH2:11]1.[F:23][C:24]([F:43])([F:42])[S:25](N(C1C=CC=CN=1)[S:25]([C:24]([F:43])([F:42])[F:23])(=[O:27])=[O:26])(=[O:27])=[O:26]. The catalyst is C1COCC1.CCOC(C)=O. The product is [F:23][C:24]([F:43])([F:42])[S:25]([O:9][C:10]1[CH2:11][CH2:12][N:13]([C:16]([O:18][C:19]([CH3:22])([CH3:21])[CH3:20])=[O:17])[CH2:14][CH:15]=1)(=[O:27])=[O:26]. The yield is 0.860. (3) The reactants are [CH2:1]([C:3]1[NH:4]C(O)=[C:6]([F:10])[C:7](=O)[N:8]=1)[CH3:2].O=P(Cl)(Cl)[Cl:14].[CH2:17]([Cl:19])Cl. No catalyst specified. The product is [Cl:14][C:7]1[C:6]([F:10])=[C:17]([Cl:19])[N:4]=[C:3]([CH2:1][CH3:2])[N:8]=1. The yield is 0.850. (4) The reactants are [CH3:1][C:2]1[CH:6]=[C:5]([CH3:7])[NH:4][C:3]=1/[CH:8]=[C:9]1\[C:10](=[O:25])[N:11]([C:18](N2C=CN=C2)=[O:19])[C:12]2[C:17]\1=[CH:16][CH:15]=[CH:14][CH:13]=2.[C:26]([OH:30])(=[O:29])[CH2:27][OH:28].C(O)(C(F)(F)F)=O. The catalyst is C1COCC1.C(OCC)(=O)C.O. The product is [C:26]([CH2:27][O:28][C:18]([N:11]1[C:12]2[C:17](=[CH:16][CH:15]=[CH:14][CH:13]=2)/[C:9](=[CH:8]/[C:3]2[NH:4][C:5]([CH3:7])=[CH:6][C:2]=2[CH3:1])/[C:10]1=[O:25])=[O:19])([OH:30])=[O:29]. The yield is 0.250. (5) The reactants are [NH2:1][C:2]1[N:7]=[CH:6][N:5]=[C:4]([NH:8][C@H:9]([C:11]2[N:16]([C:17]3[CH:22]=[CH:21][CH:20]=[CH:19][CH:18]=3)[C:15](=[O:23])[C:14]3=[C:24]([CH3:27])[CH:25]=[CH:26][N:13]3[N:12]=2)[CH3:10])[C:3]=1Br.[CH3:29][O:30][C:31]1[CH:36]=[CH:35][C:34]([S:37]([NH:40][C:41]2[CH:46]=[CH:45][CH:44]=[C:43](B3OC(C)(C)C(C)(C)O3)[CH:42]=2)(=[O:39])=[O:38])=[CH:33][CH:32]=1.C(=O)([O-])[O-].[Na+].[Na+]. The catalyst is C1(P([Pd-4](P(C2C=CC=CC=2)(C2C=CC=CC=2)C2C=CC=CC=2)(P(C2C=CC=CC=2)(C2C=CC=CC=2)C2C=CC=CC=2)P(C2C=CC=CC=2)(C2C=CC=CC=2)C2C=CC=CC=2)(C2C=CC=CC=2)C2C=CC=CC=2)C=CC=CC=1. The product is [NH2:1][C:2]1[C:3]([C:43]2[CH:42]=[C:41]([NH:40][S:37]([C:34]3[CH:35]=[CH:36][C:31]([O:30][CH3:29])=[CH:32][CH:33]=3)(=[O:39])=[O:38])[CH:46]=[CH:45][CH:44]=2)=[C:4]([NH:8][C@H:9]([C:11]2[N:16]([C:17]3[CH:22]=[CH:21][CH:20]=[CH:19][CH:18]=3)[C:15](=[O:23])[C:14]3=[C:24]([CH3:27])[CH:25]=[CH:26][N:13]3[N:12]=2)[CH3:10])[N:5]=[CH:6][N:7]=1. The yield is 0.480. (6) The reactants are [OH-].[Li+].[Cl:3][C:4]1[N:5]=[CH:6][C:7]2[C:12]([C:13]([O:15]C)=[O:14])=[C:11]([CH3:17])[N:10]([C@@H:18]([C:20]3[CH:25]=[CH:24][CH:23]=[CH:22][CH:21]=3)[CH3:19])[C:8]=2[N:9]=1. The catalyst is O.O1CCCC1.CO. The yield is 0.750. The product is [Cl:3][C:4]1[N:5]=[CH:6][C:7]2[C:12]([C:13]([OH:15])=[O:14])=[C:11]([CH3:17])[N:10]([C@@H:18]([C:20]3[CH:25]=[CH:24][CH:23]=[CH:22][CH:21]=3)[CH3:19])[C:8]=2[N:9]=1. (7) The reactants are [CH3:1][O:2][CH2:3][CH:4]([NH:6][C:7]([C:9]1[CH:10]=[C:11]([C:22]2[CH:27]=[CH:26][C:25]([CH3:28])=[CH:24][CH:23]=2)[CH:12]=[C:13]([C:15](=[O:21])[CH:16]=[CH:17][N:18](C)C)[CH:14]=1)=[O:8])[CH3:5].OOS(N)(=O)=O. The catalyst is CO. The product is [CH3:1][O:2][CH2:3][CH:4]([NH:6][C:7]([C:9]1[CH:10]=[C:11]([C:22]2[CH:27]=[CH:26][C:25]([CH3:28])=[CH:24][CH:23]=2)[CH:12]=[C:13]([C:15]2[O:21][N:18]=[CH:17][CH:16]=2)[CH:14]=1)=[O:8])[CH3:5]. The yield is 0.500. (8) The reactants are Br[C:2]1[CH:3]=[C:4]2[C:8](=[N:9][CH:10]=1)[NH:7][CH:6]=[CH:5]2.[CH3:11][S:12]([O-:14])=[O:13].[Na+].N1CCC[C@H]1C(O)=O.[OH-].[Na+].N. The catalyst is CS(C)=O.[Cu]I. The product is [CH3:11][S:12]([C:2]1[CH:3]=[C:4]2[CH:5]=[CH:6][NH:7][C:8]2=[N:9][CH:10]=1)(=[O:14])=[O:13]. The yield is 0.502. (9) The reactants are [C:1]([C:3]1[CH:8]=[CH:7][CH:6]=[C:5]([N+:9]([O-:11])=[O:10])[C:4]=1[O:12][CH3:13])#[CH:2].[C:14]([O:20][CH2:21][N:22]=[N+:23]=[N-:24])(=[O:19])[C:15]([CH3:18])([CH3:17])[CH3:16]. The catalyst is C(O)(C)(C)C.O.ClCCl.S([O-])([O-])(=O)=O.[Cu+2].C(O)(=O)C1C=CC=CC=1.[Na].O=C1O[C@H]([C@H](CO)O)C(O)=C1O. The product is [C:14]([O:20][CH2:21][N:22]1[CH:2]=[C:1]([C:3]2[CH:8]=[CH:7][CH:6]=[C:5]([N+:9]([O-:11])=[O:10])[C:4]=2[O:12][CH3:13])[N:24]=[N:23]1)(=[O:19])[C:15]([CH3:18])([CH3:17])[CH3:16]. The yield is 0.800.